Dataset: Forward reaction prediction with 1.9M reactions from USPTO patents (1976-2016). Task: Predict the product of the given reaction. Given the reactants [Cl:1][C:2]1[C:3]2[N:4]([CH:8]=[CH:9][N:10]=2)[CH:5]=[CH:6][N:7]=1.[Br:11]N1C(=O)CCC1=O, predict the reaction product. The product is: [Br:11][C:8]1[N:4]2[CH:5]=[CH:6][N:7]=[C:2]([Cl:1])[C:3]2=[N:10][CH:9]=1.